Dataset: Full USPTO retrosynthesis dataset with 1.9M reactions from patents (1976-2016). Task: Predict the reactants needed to synthesize the given product. Given the product [C:11]1(/[CH:14]=[CH:15]/[CH:16]=[N:2]/[NH:1][C:3]([O:5][CH2:6][CH3:7])=[O:4])[CH:12]=[CH:13][CH:8]=[CH:9][CH:10]=1, predict the reactants needed to synthesize it. The reactants are: [NH:1]([C:3]([O:5][CH2:6][CH3:7])=[O:4])[NH2:2].[CH:8]1[CH:13]=[CH:12][C:11](/[CH:14]=[CH:15]/[CH:16]=O)=[CH:10][CH:9]=1.